The task is: Predict the product of the given reaction.. This data is from Forward reaction prediction with 1.9M reactions from USPTO patents (1976-2016). (1) Given the reactants [F:1][C:2]1[CH:3]=[CH:4][CH:5]=[C:6]2[C:10]=1[N:9]1[CH2:11][CH:12]([N:15]3[C:19]([CH2:20][C:21]4[CH:26]=[CH:25][C:24]([F:27])=[CH:23][CH:22]=4)=[C:18]([CH3:28])[N:17]=[N:16]3)[CH2:13][CH2:14][C:8]1=[C:7]2[CH2:29][C:30]([O:32]CC)=[O:31].[Li+].[OH-], predict the reaction product. The product is: [F:1][C:2]1[CH:3]=[CH:4][CH:5]=[C:6]2[C:10]=1[N:9]1[CH2:11][CH:12]([N:15]3[C:19]([CH2:20][C:21]4[CH:26]=[CH:25][C:24]([F:27])=[CH:23][CH:22]=4)=[C:18]([CH3:28])[N:17]=[N:16]3)[CH2:13][CH2:14][C:8]1=[C:7]2[CH2:29][C:30]([OH:32])=[O:31]. (2) Given the reactants Br[C:2]1[C:7]([O:8][CH3:9])=[CH:6][CH:5]=[C:4]([N+:10]([O-:12])=[O:11])[N:3]=1.[CH2:13]([Sn](CCCC)(CCCC)C=C)[CH2:14]CC, predict the reaction product. The product is: [CH3:9][O:8][C:7]1[C:2]([CH:13]=[CH2:14])=[N:3][C:4]([N+:10]([O-:12])=[O:11])=[CH:5][CH:6]=1.